Dataset: NCI-60 drug combinations with 297,098 pairs across 59 cell lines. Task: Regression. Given two drug SMILES strings and cell line genomic features, predict the synergy score measuring deviation from expected non-interaction effect. (1) Drug 1: CNC(=O)C1=CC=CC=C1SC2=CC3=C(C=C2)C(=NN3)C=CC4=CC=CC=N4. Drug 2: CC12CCC(CC1=CCC3C2CCC4(C3CC=C4C5=CN=CC=C5)C)O. Cell line: UO-31. Synergy scores: CSS=7.71, Synergy_ZIP=-2.95, Synergy_Bliss=-0.634, Synergy_Loewe=-4.83, Synergy_HSA=-0.614. (2) Drug 1: C1CN1C2=NC(=NC(=N2)N3CC3)N4CC4. Drug 2: C1=NNC2=C1C(=O)NC=N2. Cell line: NCIH23. Synergy scores: CSS=31.6, Synergy_ZIP=-0.107, Synergy_Bliss=4.10, Synergy_Loewe=-29.3, Synergy_HSA=1.34. (3) Drug 2: CCCCC(=O)OCC(=O)C1(CC(C2=C(C1)C(=C3C(=C2O)C(=O)C4=C(C3=O)C=CC=C4OC)O)OC5CC(C(C(O5)C)O)NC(=O)C(F)(F)F)O. Drug 1: CC1C(C(CC(O1)OC2CC(OC(C2O)C)OC3=CC4=CC5=C(C(=O)C(C(C5)C(C(=O)C(C(C)O)O)OC)OC6CC(C(C(O6)C)O)OC7CC(C(C(O7)C)O)OC8CC(C(C(O8)C)O)(C)O)C(=C4C(=C3C)O)O)O)O. Synergy scores: CSS=97.8, Synergy_ZIP=9.72, Synergy_Bliss=9.90, Synergy_Loewe=7.90, Synergy_HSA=11.5. Cell line: CCRF-CEM.